Dataset: HIV replication inhibition screening data with 41,000+ compounds from the AIDS Antiviral Screen. Task: Binary Classification. Given a drug SMILES string, predict its activity (active/inactive) in a high-throughput screening assay against a specified biological target. (1) The compound is CCCC1=NC(C(F)(F)F)(C(F)(F)F)N=C(N2CCOCC2)O1. The result is 0 (inactive). (2) The molecule is CC1(CO)C(O)CCC2(C)C1CCC1CC3CC12CCC3(O)COC(=O)CN. The result is 0 (inactive). (3) The molecule is Oc1ccccc1C1SCc2nc3ccccc3n21. The result is 0 (inactive). (4) The compound is C=C(C)OCOCCOC. The result is 0 (inactive). (5) The drug is CC1CC2C(=O)NC(=O)C2c2[nH]c3ccccc3c21. The result is 0 (inactive). (6) The compound is CN(CCO)c1nc(N)cc(O)n1. The result is 0 (inactive). (7) The drug is COc1cccc(CCn2c(N)c(C(=O)O)c3ccc([N+](=O)[O-])cc3c2=O)c1. The result is 0 (inactive). (8) The molecule is Cc1cc2occ(C)c(=O)c2c2c1OC(C)(C)S2. The result is 0 (inactive). (9) The drug is Cc1ccc(OCC2OC(n3cnc4c(Cl)ncnc43)CC2Oc2ccc(C)cc2)cc1. The result is 0 (inactive).